This data is from Full USPTO retrosynthesis dataset with 1.9M reactions from patents (1976-2016). The task is: Predict the reactants needed to synthesize the given product. (1) Given the product [F:15][C:7]1[CH:6]=[C:5]([CH:10]=[C:9]([S:11]([CH3:14])(=[O:13])=[O:12])[CH:8]=1)[O:4][CH2:3][CH2:2][NH:21][C:16]([CH3:18])([CH2:19][CH3:20])[CH3:17], predict the reactants needed to synthesize it. The reactants are: Br[CH2:2][CH2:3][O:4][C:5]1[CH:10]=[C:9]([S:11]([CH3:14])(=[O:13])=[O:12])[CH:8]=[C:7]([F:15])[CH:6]=1.[C:16]([NH2:21])([CH2:19][CH3:20])([CH3:18])[CH3:17]. (2) Given the product [CH2:25]([N:23]([CH3:24])[CH2:22][CH2:21][CH2:20][CH2:19][O:18][C:14]1[CH:13]=[C:12]2[C:17](=[CH:16][CH:15]=1)[NH:8][CH2:9][CH2:10][CH2:11]2)[CH:26]=[CH2:27], predict the reactants needed to synthesize it. The reactants are: C(OC([N:8]1[C:17]2[C:12](=[CH:13][C:14]([O:18][CH2:19][CH2:20][CH2:21][CH2:22][N:23]([CH2:25][CH:26]=[CH2:27])[CH3:24])=[CH:15][CH:16]=2)[CH2:11][CH2:10][CH2:9]1)=O)(C)(C)C.C(O)(C(F)(F)F)=O. (3) Given the product [C:1]([O:5][C:6]([N:8]1[CH2:20][C@@H:19]([CH3:21])[N:18]2[C:10](=[CH:11][C:12]3[C:17]2=[N:16][CH:15]=[C:14]([O:25][CH2:23][CH3:24])[CH:13]=3)[CH2:9]1)=[O:7])([CH3:4])([CH3:3])[CH3:2], predict the reactants needed to synthesize it. The reactants are: [C:1]([O:5][C:6]([N:8]1[CH2:20][C@@H:19]([CH3:21])[N:18]2[C@H:10]([CH2:11][C:12]3[C:17]2=[N:16][CH:15]=[C:14](F)[CH:13]=3)[CH2:9]1)=[O:7])([CH3:4])([CH3:3])[CH3:2].[CH2:23]([O:25]C1C=C2C(N3C(=C2)C(=O)NCC3C)=NC=1)[CH3:24].[H-].[Al+3].[Li+].[H-].[H-].[H-].C(OC(OC(OC(C)(C)C)=O)=O)(C)(C)C. (4) Given the product [CH:1]([O:14][C:15]([C:17]1[N:22]2[C:23](=[O:66])[CH:24]([NH:25][C:26](=[O:65])[C:27](=[N:53][O:54][C:55]([CH3:64])([C:57]([O:59][C:60]([CH3:63])([CH3:62])[CH3:61])=[O:58])[CH3:56])[C:28]3[N:29]=[C:30]([NH:33][C:34]([C:47]4[CH:52]=[CH:51][CH:50]=[CH:49][CH:48]=4)([C:41]4[CH:46]=[CH:45][CH:44]=[CH:43][CH:42]=4)[C:35]4[CH:40]=[CH:39][CH:38]=[CH:37][CH:36]=4)[S:31][CH:32]=3)[C@H:21]2[S:20][CH2:19][C:18]=1[CH:67]=[CH:97][C:96]1[CH:99]=[CH:100][C:93]([N+:90]([O-:92])=[O:91])=[CH:94][CH:95]=1)=[O:16])([C:8]1[CH:13]=[CH:12][CH:11]=[CH:10][CH:9]=1)[C:2]1[CH:7]=[CH:6][CH:5]=[CH:4][CH:3]=1, predict the reactants needed to synthesize it. The reactants are: [CH:1]([O:14][C:15]([C:17]1[N:22]2[C:23](=[O:66])[CH:24]([NH:25][C:26](=[O:65])[C:27](=[N:53][O:54][C:55]([CH3:64])([C:57]([O:59][C:60]([CH3:63])([CH3:62])[CH3:61])=[O:58])[CH3:56])[C:28]3[N:29]=[C:30]([NH:33][C:34]([C:47]4[CH:52]=[CH:51][CH:50]=[CH:49][CH:48]=4)([C:41]4[CH:46]=[CH:45][CH:44]=[CH:43][CH:42]=4)[C:35]4[CH:40]=[CH:39][CH:38]=[CH:37][CH:36]=4)[S:31][CH:32]=3)[C@H:21]2[S:20][CH2:19][C:18]=1[CH2:67]Cl)=[O:16])([C:8]1[CH:13]=[CH:12][CH:11]=[CH:10][CH:9]=1)[C:2]1[CH:7]=[CH:6][CH:5]=[CH:4][CH:3]=1.[I-].[Na+].C1(P(C2C=CC=CC=2)C2C=CC=CC=2)C=CC=CC=1.[N+:90]([C:93]1[CH:100]=[CH:99][C:96]([CH:97]=O)=[CH:95][CH:94]=1)([O-:92])=[O:91].C(=O)([O-])O.[Na+].NC1SC=C(C(=NOC(C(O)=O)(C)C)C(NC2C(=O)N3C(C(O)=O)=C(C=CC4C=CC([N+]([O-])=O)=CC=4[N+]([O-])=O)CS[C@H]23)=O)N=1. (5) Given the product [C:6]([O:31][C@H:30]1[C@@H:25]([O:26][C:27](=[O:29])[CH3:28])[C@H:20]([O:21][C:22](=[O:24])[CH3:23])[C@@H:15]([CH2:14][O:13][C:10](=[O:12])[CH3:11])[O:16][C@@H:32]1[O:33][CH2:34][C:35]#[CH:37])(=[O:7])[CH3:5], predict the reactants needed to synthesize it. The reactants are: B(F)(F)F.[CH3:5][CH2:6][O:7]CC.[C:10]([O:13][C@H:14]1[O:31][C@H:30]([CH2:32][O:33][C:34](=O)[CH3:35])[C@@H:25]([O:26][C:27](=[O:29])[CH3:28])[C@H:20]([O:21][C:22](=[O:24])[CH3:23])[C@@H:15]1[O:16]C(=O)C)(=[O:12])[CH3:11].[CH2:37](O)C#C.C(=O)([O-])[O-].[K+].[K+].